This data is from Reaction yield outcomes from USPTO patents with 853,638 reactions. The task is: Predict the reaction yield, written as a fraction of the theoretical maximum amount of product (1.0 means a 100% yield; for example, 0.34 means a 34% yield). The reactants are [C:1]([NH2:10])(=[O:9])[C:2]1[C:3](=[CH:5][CH:6]=[CH:7][CH:8]=1)[NH2:4].[N:11]1[CH:16]=[CH:15][C:14]([CH:17]=O)=[CH:13][CH:12]=1.ClC1C(=O)C(C#N)=C(C#N)C(=O)C=1Cl. The catalyst is CO. The yield is 0.850. The product is [N:11]1[CH:16]=[CH:15][C:14]([C:17]2[NH:10][C:1](=[O:9])[C:2]3[C:3](=[CH:5][CH:6]=[CH:7][CH:8]=3)[N:4]=2)=[CH:13][CH:12]=1.